Dataset: Catalyst prediction with 721,799 reactions and 888 catalyst types from USPTO. Task: Predict which catalyst facilitates the given reaction. (1) The catalyst class is: 9. Reactant: [Br:1][C:2]1[CH:3]=[C:4]2[C:8](=[C:9]([Cl:11])[CH:10]=1)[NH:7][C:6]([C:12]([OH:14])=O)=[CH:5]2.[F:15][B-](F)(F)F.N1(OC(N(C)C)=[N+](C)C)C2C=CC=CC=2N=N1.F[CH:38]1[CH2:43][CH:42]([F:44])[CH2:41][CH2:40][NH:39]1.C(N(CC)C(C)C)(C)C. Product: [Br:1][C:2]1[CH:3]=[C:4]2[C:8](=[C:9]([Cl:11])[CH:10]=1)[NH:7][C:6]([C:12]([N:39]1[CH2:40][CH2:41][C:42]([F:44])([F:15])[CH2:43][CH2:38]1)=[O:14])=[CH:5]2. (2) Reactant: [Br:1][C:2]1[N:3]=[C:4]2[C:10]([C:11]([OH:13])=O)=[CH:9][N:8]([CH2:14][O:15][CH2:16][CH2:17][Si:18]([CH3:21])([CH3:20])[CH3:19])[C:5]2=[N:6][CH:7]=1.[C:22]([NH2:26])([CH3:25])([CH3:24])[CH3:23].CN(C(ON1N=NC2C=CC=NC1=2)=[N+](C)C)C.F[P-](F)(F)(F)(F)F. Product: [Br:1][C:2]1[N:3]=[C:4]2[C:10]([C:11]([NH:26][C:22]([CH3:25])([CH3:24])[CH3:23])=[O:13])=[CH:9][N:8]([CH2:14][O:15][CH2:16][CH2:17][Si:18]([CH3:21])([CH3:20])[CH3:19])[C:5]2=[N:6][CH:7]=1. The catalyst class is: 3. (3) Reactant: Br[CH2:2][C:3]([N:5]([C:16]1[CH:21]=[CH:20][CH:19]=[CH:18][C:17]=1[CH3:22])[CH2:6][CH2:7][NH:8][C:9](=[O:15])[O:10][C:11]([CH3:14])([CH3:13])[CH3:12])=[O:4].C(=O)([O-])[O-].[K+].[K+]. Product: [CH3:22][C:17]1[CH:18]=[CH:19][CH:20]=[CH:21][C:16]=1[N:5]1[CH2:6][CH2:7][N:8]([C:9]([O:10][C:11]([CH3:14])([CH3:13])[CH3:12])=[O:15])[CH2:2][C:3]1=[O:4]. The catalyst class is: 9. (4) Reactant: [CH:1]1([C:4]2[C:5]([O:18][CH2:19][C:20]3([CH3:27])[CH2:25][CH2:24][C:23](=[CH2:26])[CH2:22][CH2:21]3)=[CH:6][C:7]([F:17])=[C:8]([CH:16]=2)[C:9]([O:11][C:12]([CH3:15])([CH3:14])[CH3:13])=[O:10])[CH2:3][CH2:2]1.Cl[CH2:29]I.C([Zn]CC)C. Product: [C:12]([O:11][C:9](=[O:10])[C:8]1[CH:16]=[C:4]([CH:1]2[CH2:3][CH2:2]2)[C:5]([O:18][CH2:19][C:20]2([CH3:27])[CH2:25][CH2:24][C:23]3([CH2:29][CH2:26]3)[CH2:22][CH2:21]2)=[CH:6][C:7]=1[F:17])([CH3:14])([CH3:13])[CH3:15]. The catalyst class is: 26.